From a dataset of Catalyst prediction with 721,799 reactions and 888 catalyst types from USPTO. Predict which catalyst facilitates the given reaction. (1) Reactant: C(O[CH:4]=[C:5]([C:11]#[N:12])[C:6]([O:8][CH2:9][CH3:10])=[O:7])C.[CH3:13][C:14]1[N:19]=[C:18]([NH:20][NH2:21])[CH:17]=[C:16]([S:22][CH3:23])[N:15]=1. Product: [NH2:12][C:11]1[N:20]([C:18]2[CH:17]=[C:16]([S:22][CH3:23])[N:15]=[C:14]([CH3:13])[N:19]=2)[N:21]=[CH:4][C:5]=1[C:6]([O:8][CH2:9][CH3:10])=[O:7]. The catalyst class is: 8. (2) Reactant: C([O:3][C:4]([C:6]1[C:7]([C:12]2[CH:17]=[C:16]([I:18])[CH:15]=[CH:14][C:13]=2[F:19])=[N:8][O:9][C:10]=1[CH3:11])=[O:5])C.[OH-].[Na+]. Product: [C:4]([C:6]1[C:7]([C:12]2[CH:17]=[C:16]([I:18])[CH:15]=[CH:14][C:13]=2[F:19])=[N:8][O:9][C:10]=1[CH3:11])([OH:5])=[O:3]. The catalyst class is: 14. (3) Reactant: Br[C:2]1[CH:7]=[CH:6][C:5]([N+:8]([O-:10])=[O:9])=[CH:4][CH:3]=1.[O:11]1[CH2:15][CH2:14][NH:13][C:12]1=[O:16].N1CCC[C@H]1C(O)=O.C([O-])([O-])=O.[K+].[K+]. Product: [N+:8]([C:5]1[CH:6]=[CH:7][C:2]([N:13]2[CH2:14][CH2:15][O:11][C:12]2=[O:16])=[CH:3][CH:4]=1)([O-:10])=[O:9]. The catalyst class is: 185. (4) Reactant: [C:1]([C@H:4]([CH2:31][CH2:32][O:33][CH3:34])[CH2:5][C:6]1([C:11]([NH:13][C@@H:14]([CH2:21][CH2:22][CH2:23][C:24]2[CH:29]=[CH:28][C:27]([Cl:30])=[CH:26][CH:25]=2)[CH2:15][C:16]([O:18]CC)=[O:17])=[O:12])[CH2:10][CH2:9][CH2:8][CH2:7]1)([OH:3])=[O:2]. Product: [C:1]([C@H:4]([CH2:31][CH2:32][O:33][CH3:34])[CH2:5][C:6]1([C:11]([NH:13][C@@H:14]([CH2:21][CH2:22][CH2:23][C:24]2[CH:29]=[CH:28][C:27]([Cl:30])=[CH:26][CH:25]=2)[CH2:15][C:16]([OH:18])=[O:17])=[O:12])[CH2:7][CH2:8][CH2:9][CH2:10]1)([OH:3])=[O:2]. The catalyst class is: 758. (5) Reactant: [C:1]([O:5][C:6]([N:8]1[CH2:12][C@H:11](OS(C2C=CC(C)=CC=2)(=O)=O)[CH2:10][C@H:9]1[C:24]([N:26]1[CH2:31][CH2:30][CH2:29][CH2:28][CH2:27]1)=[O:25])=[O:7])([CH3:4])([CH3:3])[CH3:2].[C:32]([O-:35])(=[S:34])[CH3:33].[K+]. Product: [C:1]([O:5][C:6]([N:8]1[CH2:12][C@@H:11]([S:34][C:32](=[O:35])[CH3:33])[CH2:10][C@H:9]1[C:24]([N:26]1[CH2:27][CH2:28][CH2:29][CH2:30][CH2:31]1)=[O:25])=[O:7])([CH3:4])([CH3:2])[CH3:3]. The catalyst class is: 3. (6) Reactant: [CH:1](NC(C)C)(C)[CH3:2].C([Li])CCC.[Li+].CC([N-]C(C)C)C.[O:21]1[C:25]2([CH2:30][CH2:29][CH:28]([C:31]([O:33][CH3:34])=[O:32])[CH2:27][CH2:26]2)[O:24][CH2:23][CH2:22]1.ICC.[NH4+].[Cl-]. Product: [CH2:1]([C:28]1([C:31]([O:33][CH3:34])=[O:32])[CH2:29][CH2:30][C:25]2([O:24][CH2:23][CH2:22][O:21]2)[CH2:26][CH2:27]1)[CH3:2]. The catalyst class is: 30.